Dataset: Forward reaction prediction with 1.9M reactions from USPTO patents (1976-2016). Task: Predict the product of the given reaction. (1) Given the reactants [F:1][C:2]1[CH:19]=[CH:18][C:5]([NH:6][C:7]2[CH:16]=[C:15](I)[CH:14]=[CH:13][C:8]=2[C:9]([O:11][CH3:12])=[O:10])=[CH:4][CH:3]=1.C(=O)([O-])[O-].[Cs+].[Cs+].[NH2:26][C:27]1[CH:32]=[CH:31][CH:30]=[CH:29][CH:28]=1, predict the reaction product. The product is: [NH:26]([C:15]1[CH:14]=[CH:13][C:8]([C:9]([O:11][CH3:12])=[O:10])=[C:7]([NH:6][C:5]2[CH:18]=[CH:19][C:2]([F:1])=[CH:3][CH:4]=2)[CH:16]=1)[C:27]1[CH:32]=[CH:31][CH:30]=[CH:29][CH:28]=1. (2) Given the reactants [CH3:1][O:2][C:3]([C:5]1[C:10]2[C:11]3[C:12](O)=[N:13][CH:14]=[CH:15][C:16]=3[O:17][C:9]=2[C:8]([O:19]C2CCCC2)=[CH:7][CH:6]=1)=[O:4].P(Cl)(Cl)([Cl:27])=O, predict the reaction product. The product is: [CH3:1][O:2][C:3]([C:5]1[C:10]2[C:11]3[C:12]([Cl:27])=[N:13][CH:14]=[CH:15][C:16]=3[O:17][C:9]=2[C:8]([OH:19])=[CH:7][CH:6]=1)=[O:4].